Dataset: Catalyst prediction with 721,799 reactions and 888 catalyst types from USPTO. Task: Predict which catalyst facilitates the given reaction. (1) Reactant: ClC1C=C(C2C(OC)=CC=C([C:16]([C:18]3[CH:23]=[CH:22][C:21]([NH:24][C:25](=[O:27])[CH3:26])=[CH:20][CH:19]=3)=[O:17])C=2F)C=CC=1.C(NC1C=CC(C(O)=O)=CC=1)(=O)C.O=S(Cl)[Cl:44]. Product: [C:25]([NH:24][C:21]1[CH:22]=[CH:23][C:18]([C:16]([Cl:44])=[O:17])=[CH:19][CH:20]=1)(=[O:27])[CH3:26]. The catalyst class is: 118. (2) Reactant: [C:1](Cl)(=O)[C:2]([Cl:4])=[O:3].[CH2:7]([C:12]12[CH2:19][CH2:18]C(C(O)=O)([CH2:16][CH2:17]1)[CH2:14][CH2:13]2)[CH2:8][CH2:9][CH2:10][CH3:11]. Product: [CH2:7]([C:12]12[CH2:19][CH2:18][C:1]([C:2]([Cl:4])=[O:3])([CH2:14][CH2:13]1)[CH2:16][CH2:17]2)[CH2:8][CH2:9][CH2:10][CH3:11]. The catalyst class is: 2. (3) Reactant: C[NH:2][C:3]1[CH:8]=[CH:7][N:6]=[CH:5][C:4]=1[N+:9]([O-])=O.[H][H].[CH3:14]O. Product: [CH3:14][C:4]1([NH2:9])[C:3]([NH2:2])=[CH:8][CH:7]=[N:6][CH2:5]1. The catalyst class is: 181. (4) Reactant: [Br:1][C:2]1[CH:10]=[C:9]2[C:5]([C:6]([CH2:11][CH3:12])=[CH:7][NH:8]2)=[CH:4][CH:3]=1.[H-].[Na+].[CH3:15][O:16][C:17]1[CH:22]=[CH:21][C:20]([S:23](Cl)(=[O:25])=[O:24])=[CH:19][C:18]=1[N:27]1[CH2:32][CH2:31][N:30]([C:33](=[O:38])[C:34]([Cl:37])([Cl:36])[Cl:35])[CH2:29][CH2:28]1. Product: [Br:1][C:2]1[CH:10]=[C:9]2[C:5]([C:6]([CH2:11][CH3:12])=[CH:7][N:8]2[S:23]([C:20]2[CH:21]=[CH:22][C:17]([O:16][CH3:15])=[C:18]([N:27]3[CH2:28][CH2:29][N:30]([C:33](=[O:38])[C:34]([Cl:37])([Cl:35])[Cl:36])[CH2:31][CH2:32]3)[CH:19]=2)(=[O:24])=[O:25])=[CH:4][CH:3]=1. The catalyst class is: 1. (5) Reactant: S([C:5]1[CH:11]=[CH:10][C:8]([CH3:9])=[CH:7][CH:6]=1)([O-])(=O)=O.N12CCCN=C1CCC[CH2:14][CH2:13]2.O. Product: [CH2:9]1[C:8]2[C:7](=[CH:6][CH:5]=[CH:11][CH:10]=2)[CH:14]=[CH:13]1. The catalyst class is: 16. (6) Reactant: [CH2:1]([O:8][C:9]1[CH:10]=[C:11]([CH:19]([CH3:23])[C:20](O)=[O:21])[CH:12]=[C:13]([C:15]([F:18])([F:17])[F:16])[CH:14]=1)[C:2]1[CH:7]=[CH:6][CH:5]=[CH:4][CH:3]=1.C(Cl)(=O)C([Cl:27])=O. Product: [CH2:1]([O:8][C:9]1[CH:10]=[C:11]([CH:19]([CH3:23])[C:20]([Cl:27])=[O:21])[CH:12]=[C:13]([C:15]([F:18])([F:17])[F:16])[CH:14]=1)[C:2]1[CH:7]=[CH:6][CH:5]=[CH:4][CH:3]=1. The catalyst class is: 59. (7) Reactant: [O:1]1[C:5]2[CH:6]=[CH:7][C:8]([C:10]3([CH2:18][S:19][CH2:20][C:21](O)=[O:22])[O:15][CH2:14][C:13]([CH3:17])([CH3:16])[CH2:12][O:11]3)=[CH:9][C:4]=2[O:3][CH2:2]1.C1(N=C=NC2CCCCC2)CCCCC1.[C:39]1([C@H:45]2[CH2:49][O:48][C:47](=[O:50])[NH:46]2)[CH:44]=[CH:43][CH:42]=[CH:41][CH:40]=1. Product: [O:1]1[C:5]2[CH:6]=[CH:7][C:8]([C:10]3([CH2:18][S:19][CH2:20][C:21]([N:46]4[C@@H:45]([C:39]5[CH:44]=[CH:43][CH:42]=[CH:41][CH:40]=5)[CH2:49][O:48][C:47]4=[O:50])=[O:22])[O:11][CH2:12][C:13]([CH3:16])([CH3:17])[CH2:14][O:15]3)=[CH:9][C:4]=2[O:3][CH2:2]1. The catalyst class is: 172. (8) Reactant: C[O:2][C:3](=[O:23])[CH:4]([C:13]1[CH:18]=[CH:17][C:16]([S:19]([CH3:22])(=[O:21])=[O:20])=[CH:15][CH:14]=1)[CH2:5][CH:6]1[CH2:12][CH2:11][CH2:10][CH2:9][CH2:8][CH2:7]1.[OH-].[Na+]. Product: [CH:6]1([CH2:5][CH:4]([C:13]2[CH:18]=[CH:17][C:16]([S:19]([CH3:22])(=[O:21])=[O:20])=[CH:15][CH:14]=2)[C:3]([OH:23])=[O:2])[CH2:12][CH2:11][CH2:10][CH2:9][CH2:8][CH2:7]1. The catalyst class is: 8. (9) Reactant: [CH:1]([C:3]1[CH:4]=[CH:5][C:6]([O:12][CH3:13])=[C:7](B(O)O)[CH:8]=1)=[O:2].Br[C:15]1[CH:16]=[C:17]2[C:21](=[CH:22][CH:23]=1)[NH:20][CH:19]=[CH:18]2.C([O-])([O-])=O.[K+].[K+]. Product: [NH:20]1[C:21]2[C:17](=[CH:16][C:15]([C:7]3[CH:8]=[C:3]([CH:4]=[CH:5][C:6]=3[O:12][CH3:13])[CH:1]=[O:2])=[CH:23][CH:22]=2)[CH:18]=[CH:19]1. The catalyst class is: 548. (10) Reactant: [CH2:1]([O:8][C:9]([N:11]([CH2:16][C:17](=O)[CH3:18])[CH2:12][C:13]([OH:15])=[O:14])=[O:10])[C:2]1[CH:7]=[CH:6][CH:5]=[CH:4][CH:3]=1.Cl.CN.C[CH2:24][N:25](CC)CC.C(O)(=O)C.C(O[BH-](OC(=O)C)OC(=O)C)(=O)C.[Na+]. Product: [CH2:1]([O:8][C:9]([N:11]([CH2:16][CH:17]([NH:25][CH3:24])[CH3:18])[CH2:12][C:13]([OH:15])=[O:14])=[O:10])[C:2]1[CH:7]=[CH:6][CH:5]=[CH:4][CH:3]=1. The catalyst class is: 2.